From a dataset of Catalyst prediction with 721,799 reactions and 888 catalyst types from USPTO. Predict which catalyst facilitates the given reaction. Reactant: [OH:1][C@@H:2]1[CH2:25][CH2:24][C@@:23]2([CH3:26])[C@H:4]([C@@H:5]([CH2:29][CH3:30])[C:6](=[O:28])[C@@H:7]3[C@@H:22]2[CH2:21][CH2:20][C@@:19]2([CH3:27])[C@H:8]3[CH2:9][CH2:10][C@@H:11]2[C@H:12]([CH3:18])[CH2:13][CH2:14][C:15]([O-:17])=[O:16])[CH2:3]1.[C:31]1(C)C=CC(S(O)(=O)=O)=CC=1.[O:42]1[CH:47]=[CH:46][CH2:45][CH2:44][CH2:43]1.O. The catalyst class is: 12. Product: [O:42]1[CH2:43][CH2:44][CH2:45][CH2:46][CH:47]1[O:1][C@@H:2]1[CH2:25][CH2:24][C@@:23]2([CH3:26])[C@H:4]([C@@H:5]([CH2:29][CH3:30])[C:6](=[O:28])[C@@H:7]3[C@@H:22]2[CH2:21][CH2:20][C@@:19]2([CH3:27])[C@H:8]3[CH2:9][CH2:10][C@@H:11]2[C@H:12]([CH3:18])[CH2:13][CH2:14][C:15]([O:17][CH3:31])=[O:16])[CH2:3]1.